Task: Regression/Classification. Given a drug SMILES string, predict its absorption, distribution, metabolism, or excretion properties. Task type varies by dataset: regression for continuous measurements (e.g., permeability, clearance, half-life) or binary classification for categorical outcomes (e.g., BBB penetration, CYP inhibition). For this dataset (vdss_lombardo), we predict log10(VDss) (log10 of volume of distribution in L/kg).. Dataset: Volume of distribution at steady state (VDss) regression data from Lombardo et al. (1) The molecule is COc1c(C)c2c(c(O)c1C/C=C(\C)CCC(=O)[O-])C(=O)OC2. The log10(VDss) is -0.110. (2) The log10(VDss) is 0.230. The molecule is CCOc1ccc(Cc2cc(C3OC(CO)C(O)C(O)C3O)ccc2Cl)cc1.